Dataset: Forward reaction prediction with 1.9M reactions from USPTO patents (1976-2016). Task: Predict the product of the given reaction. (1) The product is: [F:2][C:3]1[CH:22]=[CH:21][C:6]([CH2:7][O:8][CH2:9][C:10]([NH:12][CH2:13][CH2:14][CH:15]2[CH2:16][CH2:17][N:18]([C:41]([NH:40][C:34]3[CH:35]=[CH:36][C:37]([O:38][CH3:39])=[C:32]([O:31][CH3:30])[CH:33]=3)=[O:42])[CH2:19][CH2:20]2)=[O:11])=[CH:5][CH:4]=1. Given the reactants Cl.[F:2][C:3]1[CH:22]=[CH:21][C:6]([CH2:7][O:8][CH2:9][C:10]([NH:12][CH2:13][CH2:14][CH:15]2[CH2:20][CH2:19][NH:18][CH2:17][CH2:16]2)=[O:11])=[CH:5][CH:4]=1.C(N(CC)CC)C.[CH3:30][O:31][C:32]1[CH:33]=[C:34]([N:40]=[C:41]=[O:42])[CH:35]=[CH:36][C:37]=1[O:38][CH3:39], predict the reaction product. (2) Given the reactants [CH3:1][O:2][C:3]1[CH2:8][CH2:7][N:6]([CH:9]([C:11]2([CH3:14])[CH2:13][CH2:12]2)[CH3:10])[C:5](=[O:15])[C:4]=1[C:16]#[N:17].ClC1C(=O)C(C#N)=C(C#N)C(=O)C=1Cl, predict the reaction product. The product is: [CH3:1][O:2][C:3]1[CH:8]=[CH:7][N:6]([CH:9]([C:11]2([CH3:14])[CH2:12][CH2:13]2)[CH3:10])[C:5](=[O:15])[C:4]=1[C:16]#[N:17]. (3) Given the reactants [CH3:1][O:2][C:3]1[CH:4]=[C:5](/[CH:15]=[CH:16]/[C:17]([NH:19][CH2:20][C:21](=O)[C:22]2[CH:27]=[CH:26][CH:25]=[CH:24][CH:23]=2)=O)[CH:6]=[CH:7][C:8]=1[N:9]1[CH:13]=[C:12]([CH3:14])[N:11]=[CH:10]1.C([O-])(=O)C.[NH4+:33], predict the reaction product. The product is: [CH3:1][O:2][C:3]1[CH:4]=[C:5](/[CH:15]=[CH:16]/[C:17]2[NH:19][CH:20]=[C:21]([C:22]3[CH:27]=[CH:26][CH:25]=[CH:24][CH:23]=3)[N:33]=2)[CH:6]=[CH:7][C:8]=1[N:9]1[CH:13]=[C:12]([CH3:14])[N:11]=[CH:10]1. (4) Given the reactants [OH:1][C:2]1[CH:7]=[CH:6][C:5]([C:8]2[CH:13]=[CH:12][C:11]([N:14]3[C:18]([CH3:20])([CH3:19])[C:17](=[O:21])[N:16]([C:22]4[CH:23]=[C:24]([C:30]([F:33])([F:32])[F:31])[C:25]([C:28]#[N:29])=[N:26][CH:27]=4)[C:15]3=[S:34])=[CH:10][CH:9]=2)=[CH:4][CH:3]=1.CC1C=CC(S(O[CH2:46][CH2:47][CH2:48][CH2:49][O:50][CH2:51][C:52]([O:54][C:55]([CH3:58])([CH3:57])[CH3:56])=[O:53])(=O)=O)=CC=1.C(=O)([O-])[O-].[K+].[K+], predict the reaction product. The product is: [C:28]([C:25]1[N:26]=[CH:27][C:22]([N:16]2[C:17](=[O:21])[C:18]([CH3:19])([CH3:20])[N:14]([C:11]3[CH:10]=[CH:9][C:8]([C:5]4[CH:4]=[CH:3][C:2]([O:1][CH2:46][CH2:47][CH2:48][CH2:49][O:50][CH2:51][C:52]([O:54][C:55]([CH3:56])([CH3:58])[CH3:57])=[O:53])=[CH:7][CH:6]=4)=[CH:13][CH:12]=3)[C:15]2=[S:34])=[CH:23][C:24]=1[C:30]([F:31])([F:33])[F:32])#[N:29]. (5) Given the reactants C(N(C(C)C)CC)(C)C.[CH3:10][N:11]([CH3:30])[C:12]([CH:14]1[CH2:19][CH2:18][N:17]([S:20]([C:23]2[CH:28]=[CH:27][C:26]([NH2:29])=[CH:25][CH:24]=2)(=[O:22])=[O:21])[CH2:16][CH2:15]1)=[O:13].[C:31](Cl)(=[O:34])[CH:32]=[CH2:33], predict the reaction product. The product is: [CH3:10][N:11]([CH3:30])[C:12]([CH:14]1[CH2:15][CH2:16][N:17]([S:20]([C:23]2[CH:24]=[CH:25][C:26]([NH:29][C:31](=[O:34])[CH:32]=[CH2:33])=[CH:27][CH:28]=2)(=[O:22])=[O:21])[CH2:18][CH2:19]1)=[O:13]. (6) Given the reactants [Cl:1][C:2]1[CH:3]=[C:4]([CH:17]=[CH:18][CH:19]=1)[CH2:5][NH:6][C:7]1[N:15]=[C:14]([F:16])[N:13]=[C:12]2[C:8]=1[N:9]=[CH:10][NH:11]2.C(=O)([O-])[O-].[K+].[K+].Br[CH:27]([CH3:29])[CH3:28].C(Cl)Cl.CCOCC.CO, predict the reaction product. The product is: [Cl:1][C:2]1[CH:3]=[C:4]([CH:17]=[CH:18][CH:19]=1)[CH2:5][NH:6][C:7]1[N:15]=[C:14]([F:16])[N:13]=[C:12]2[C:8]=1[N:9]=[CH:10][N:11]2[CH:27]([CH3:29])[CH3:28]. (7) Given the reactants [CH:1]1([C:4]([N:6]2[CH2:11][CH2:10][N:9]([C:12]([C:14]3[CH:15]=[C:16]([CH:20]4[C:25]5=[N:26][NH:27][C:28](=[O:33])[C:29]6[CH:30]=[CH:31][CH:32]=[C:23]([C:24]=65)[NH:22][CH:21]4[C:34]4[CH:39]=[CH:38][C:37]([CH:40](OCC)[O:41]CC)=[CH:36][CH:35]=4)[CH:17]=[CH:18][CH:19]=3)=[O:13])[CH2:8][CH2:7]2)=[O:5])[CH2:3][CH2:2]1.C(=O)([O-])[O-].[K+].[K+], predict the reaction product. The product is: [CH:1]1([C:4]([N:6]2[CH2:7][CH2:8][N:9]([C:12]([C:14]3[CH:15]=[C:16]([CH:20]4[C:25]5=[N:26][NH:27][C:28](=[O:33])[C:29]6[CH:30]=[CH:31][CH:32]=[C:23]([C:24]=65)[NH:22][CH:21]4[C:34]4[CH:39]=[CH:38][C:37]([CH:40]=[O:41])=[CH:36][CH:35]=4)[CH:17]=[CH:18][CH:19]=3)=[O:13])[CH2:10][CH2:11]2)=[O:5])[CH2:3][CH2:2]1. (8) Given the reactants [NH:1]1[CH2:6][CH2:5][CH2:4][CH:3]([OH:7])[CH2:2]1.Cl[C:9]1[C:18]2[C:13](=[CH:14][C:15]([O:21][CH3:22])=[C:16]([O:19][CH3:20])[CH:17]=2)[N:12]=[CH:11][N:10]=1.CN1CCOCC1.[N-]=C=O.[CH:33]([C:36]1[CH:41]=[CH:40][C:39]([N:42]=[C:43]=[O:44])=[CH:38][CH:37]=1)([CH3:35])[CH3:34], predict the reaction product. The product is: [CH3:20][O:19][C:16]1[CH:17]=[C:18]2[C:13](=[CH:14][C:15]=1[O:21][CH3:22])[N:12]=[CH:11][N:10]=[C:9]2[N:1]1[CH2:6][CH2:5][CH2:4][CH:3]([O:7][C:43](=[O:44])[NH:42][C:39]2[CH:40]=[CH:41][C:36]([CH:33]([CH3:34])[CH3:35])=[CH:37][CH:38]=2)[CH2:2]1.